Predict the reactants needed to synthesize the given product. From a dataset of Full USPTO retrosynthesis dataset with 1.9M reactions from patents (1976-2016). Given the product [NH2:18][C:19]1[N:20]=[C:21]([NH:27][C:28]2[CH:29]=[CH:30][C:31]([C:32]#[N:33])=[CH:34][CH:35]=2)[N:22]=[C:23]([O:1][C:2]2[C:3]([CH3:11])=[CH:4][C:5]([C:6]#[N:7])=[CH:8][C:9]=2[CH3:10])[C:24]=1[Br:25], predict the reactants needed to synthesize it. The reactants are: [OH:1][C:2]1[C:9]([CH3:10])=[CH:8][C:5]([C:6]#[N:7])=[CH:4][C:3]=1[CH3:11].C([O-])([O-])=O.[K+].[K+].[NH2:18][C:19]1[C:24]([Br:25])=[C:23](Cl)[N:22]=[C:21]([NH:27][C:28]2[CH:35]=[CH:34][C:31]([C:32]#[N:33])=[CH:30][CH:29]=2)[N:20]=1.O.